This data is from CYP3A4 inhibition data for predicting drug metabolism from PubChem BioAssay. The task is: Regression/Classification. Given a drug SMILES string, predict its absorption, distribution, metabolism, or excretion properties. Task type varies by dataset: regression for continuous measurements (e.g., permeability, clearance, half-life) or binary classification for categorical outcomes (e.g., BBB penetration, CYP inhibition). Dataset: cyp3a4_veith. (1) The molecule is CCCOc1ccc(C(=O)NC(=S)Nc2nc3ccc(C)cc3s2)cc1. The result is 0 (non-inhibitor). (2) The molecule is CCOc1[nH]n(-c2ccc(Cl)cc2)c(=O)c1C=Nc1ccc(Cl)cc1. The result is 0 (non-inhibitor).